This data is from Full USPTO retrosynthesis dataset with 1.9M reactions from patents (1976-2016). The task is: Predict the reactants needed to synthesize the given product. Given the product [CH3:13][O:12][C:8]1([O:10][CH3:11])[CH2:7][CH:6]([C:4](=[O:5])[CH2:18][CH2:17][CH:16]=[CH2:15])[CH2:9]1, predict the reactants needed to synthesize it. The reactants are: CON(C)[C:4]([CH:6]1[CH2:9][C:8]([O:12][CH3:13])([O:10][CH3:11])[CH2:7]1)=[O:5].[CH2:15]([Mg]Br)[CH2:16][CH:17]=[CH2:18].